Task: Predict which catalyst facilitates the given reaction.. Dataset: Catalyst prediction with 721,799 reactions and 888 catalyst types from USPTO (1) Reactant: Br[C:2]1[CH:3]=[CH:4][C:5]([C:8]([NH:27][C:28]([NH:30][CH:31]2[CH2:35][CH2:34][CH2:33][CH2:32]2)=[O:29])([C:16]2[CH:21]=[C:20]([C:22]([F:25])([F:24])[F:23])[CH:19]=[C:18]([F:26])[CH:17]=2)[CH2:9][C:10]2[CH:15]=[CH:14][CH:13]=[CH:12][CH:11]=2)=[N:6][CH:7]=1.[NH:36]1CCOCC1.C[C:43]1(C)[C:69]2[C:64](=[C:65](P(C3C=CC=CC=3)C3C=CC=CC=3)[CH:66]=[CH:67][CH:68]=2)O[C:45]2[C:46](P(C3C=CC=CC=3)C3C=CC=CC=3)=[CH:47][CH:48]=[CH:49][C:44]1=2. The catalyst class is: 101. Product: [CH:31]1([NH:30][C:28]([NH:27][C:8]([C:5]2[CH:4]=[CH:3][C:2]([N:36]=[C:43]([C:69]3[CH:64]=[CH:65][CH:66]=[CH:67][CH:68]=3)[C:44]3[CH:49]=[CH:48][CH:47]=[CH:46][CH:45]=3)=[CH:7][N:6]=2)([C:16]2[CH:21]=[C:20]([C:22]([F:23])([F:25])[F:24])[CH:19]=[C:18]([F:26])[CH:17]=2)[CH2:9][C:10]2[CH:11]=[CH:12][CH:13]=[CH:14][CH:15]=2)=[O:29])[CH2:32][CH2:33][CH2:34][CH2:35]1. (2) The catalyst class is: 15. Reactant: [NH2:1][C:2]1[CH:7]=[CH:6][CH:5]=[CH:4][C:3]=1[CH2:8][C:9]#[N:10].CO[CH:13]1[CH2:17][CH2:16][CH:15](OC)O1. Product: [N:1]1([C:2]2[CH:7]=[CH:6][CH:5]=[CH:4][C:3]=2[CH2:8][C:9]#[N:10])[CH:13]=[CH:17][CH:16]=[CH:15]1. (3) Reactant: [Cl:1][C:2]1[CH:22]=[N:21][C:5]2=[N:6][C:7]([N:12]3[CH2:19][CH:18]4[CH:14]([CH2:15][N:16]([CH3:20])[CH2:17]4)[CH2:13]3)=[C:8]([NH:10][NH2:11])[N:9]=[C:4]2[CH:3]=1.[CH:23](OC)(OC)OC. Product: [Cl:1][C:2]1[CH:22]=[N:21][C:5]2[N:6]=[C:7]([N:12]3[CH2:19][CH:18]4[CH:14]([CH2:15][N:16]([CH3:20])[CH2:17]4)[CH2:13]3)[C:8]3[N:9]([CH:23]=[N:11][N:10]=3)[C:4]=2[CH:3]=1. The catalyst class is: 28. (4) Reactant: CI.[CH3:3][O:4][C:5]([C@H:7]1[CH2:12][CH2:11][C@H:10]([CH2:13][N:14]2[C:18]3[CH:19]=[C:20]([O:24][CH3:25])[C:21]([F:23])=[CH:22][C:17]=3[NH:16][C:15]2=[O:26])[CH2:9][CH2:8]1)=[O:6].[C:27]([O-])([O-])=O.[K+].[K+]. Product: [CH3:3][O:4][C:5]([C@H:7]1[CH2:8][CH2:9][C@H:10]([CH2:13][N:14]2[C:18]3[CH:19]=[C:20]([O:24][CH3:25])[C:21]([F:23])=[CH:22][C:17]=3[N:16]([CH3:27])[C:15]2=[O:26])[CH2:11][CH2:12]1)=[O:6]. The catalyst class is: 3. (5) Reactant: [Br:1][C:2]1[CH:3]=[C:4]2[C:9](=[CH:10][C:11]=1[F:12])[CH:8]1[CH2:13][CH:6]([CH2:7]1)[C:5]2=[N:14]O.S(Cl)(Cl)=[O:17]. Product: [Br:1][C:2]1[CH:3]=[C:4]2[C:9]([CH:8]3[CH2:13][CH:6]([NH:14][C:5]2=[O:17])[CH2:7]3)=[CH:10][C:11]=1[F:12]. The catalyst class is: 12. (6) Product: [N:20]1[CH:25]=[CH:24][CH:23]=[CH:22][C:21]=1[CH2:26][N:1]1[CH2:2][CH2:3][CH:4]([O:7][C:8]2[C:9]([C:14]3[CH:19]=[CH:18][N:17]=[CH:16][CH:15]=3)=[N:10][CH:11]=[CH:12][CH:13]=2)[CH2:5][CH2:6]1. Reactant: [NH:1]1[CH2:6][CH2:5][CH:4]([O:7][C:8]2[C:9]([C:14]3[CH:19]=[CH:18][N:17]=[CH:16][CH:15]=3)=[N:10][CH:11]=[CH:12][CH:13]=2)[CH2:3][CH2:2]1.[N:20]1[CH:25]=[CH:24][CH:23]=[CH:22][C:21]=1[CH:26]=O.C(O[BH-](OC(=O)C)OC(=O)C)(=O)C.[Na+].C(=O)([O-])O.[Na+]. The catalyst class is: 477.